Dataset: Retrosynthesis with 50K atom-mapped reactions and 10 reaction types from USPTO. Task: Predict the reactants needed to synthesize the given product. Given the product CN1c2ccccc2CNc2ccccc21, predict the reactants needed to synthesize it. The reactants are: CN1c2ccccc2CN(C(=O)C(F)(F)F)c2ccccc21.